This data is from Reaction yield outcomes from USPTO patents with 853,638 reactions. The task is: Predict the reaction yield, written as a fraction of the theoretical maximum amount of product (1.0 means a 100% yield; for example, 0.34 means a 34% yield). The reactants are C(C([CH:10]1[CH2:14][C:13]2[CH:15]=[CH:16][CH:17]=[C:18]([C:19]3[CH:24]=[CH:23][C:22]([Cl:25])=[CH:21][C:20]=3[CH3:26])[C:12]=2[O:11]1)N)C1C=CC=CC=1.C([N:30](C(C)C)CC)(C)C.Cl[C:37]([O:39][CH2:40][C:41]1[CH:46]=[CH:45][CH:44]=[CH:43][CH:42]=1)=[O:38]. No catalyst specified. The product is [CH2:40]([O:39][C:37](=[O:38])[NH:30][CH:10]1[CH2:14][C:13]2[CH:15]=[CH:16][CH:17]=[C:18]([C:19]3[CH:24]=[CH:23][C:22]([Cl:25])=[CH:21][C:20]=3[CH3:26])[C:12]=2[O:11]1)[C:41]1[CH:46]=[CH:45][CH:44]=[CH:43][CH:42]=1. The yield is 0.960.